Dataset: hERG Central: cardiac toxicity at 1µM, 10µM, and general inhibition. Task: Predict hERG channel inhibition at various concentrations. (1) The compound is CC1CCN(CCCNC(=O)CCc2nnc3n(CCc4ccccc4)c(=O)c4ccccc4n23)CC1. Results: hERG_inhib (hERG inhibition (general)): blocker. (2) The drug is CC(O)c1nc2ccccc2n1Cc1ccc([N+](=O)[O-])cc1. Results: hERG_inhib (hERG inhibition (general)): blocker. (3) The molecule is Cc1ccc2nc(NCCNC(=O)c3ccncc3)c(C)cc2c1. Results: hERG_inhib (hERG inhibition (general)): blocker. (4) The molecule is CCN1CCN(S(=O)(=O)c2ccc(Cl)c(C(=O)N(C)CCOc3ccc(Cl)cc3)c2)CC1. Results: hERG_inhib (hERG inhibition (general)): blocker. (5) The compound is Fc1ccc(CCNCc2ccc(Br)cc2)cc1. Results: hERG_inhib (hERG inhibition (general)): blocker. (6) The compound is CCOc1ccc(CNC2CCCc3ccccc32)cc1.O=C(O)C(=O)O. Results: hERG_inhib (hERG inhibition (general)): blocker. (7) The drug is COc1ccccc1C(=O)N/C(=C/c1ccc(Br)cc1)C(=O)NCCCn1ccnc1. Results: hERG_inhib (hERG inhibition (general)): blocker.